From a dataset of Full USPTO retrosynthesis dataset with 1.9M reactions from patents (1976-2016). Predict the reactants needed to synthesize the given product. (1) Given the product [Cl:1][C:2]1[CH:3]=[C:4]([CH:17]=[CH:18][C:19]=1[Cl:20])[O:5][CH:6]1[CH2:12][CH:11]2[N:13]([CH2:14][C:15]3[NH:31][N:30]=[N:29][N:16]=3)[CH:8]([CH2:9][CH2:10]2)[CH2:7]1, predict the reactants needed to synthesize it. The reactants are: [Cl:1][C:2]1[CH:3]=[C:4]([CH:17]=[CH:18][C:19]=1[Cl:20])[O:5][CH:6]1[CH2:12][CH:11]2[N:13]([CH2:14][C:15]#[N:16])[CH:8]([CH2:9][CH2:10]2)[CH2:7]1.Cl.C(N(CC)CC)C.[N-:29]=[N+:30]=[N-:31].[Na+]. (2) Given the product [CH:18]1([N:21]2[C:30]3[C:25](=[C:26]([NH:12][C:11]4[CH:13]=[CH:14][C:15]([I:17])=[CH:16][C:10]=4[F:9])[C:27]([F:32])=[CH:28][C:29]=3[F:31])[C:24](=[O:34])[C:23]([C:35]([OH:37])=[O:36])=[CH:22]2)[CH2:19][CH2:20]1, predict the reactants needed to synthesize it. The reactants are: [Li+].CC([N-]C(C)C)C.[F:9][C:10]1[CH:16]=[C:15]([I:17])[CH:14]=[CH:13][C:11]=1[NH2:12].[CH:18]1([N:21]2[C:30]3[C:25](=[C:26](F)[C:27]([F:32])=[CH:28][C:29]=3[F:31])[C:24](=[O:34])[C:23]([C:35]([OH:37])=[O:36])=[CH:22]2)[CH2:20][CH2:19]1. (3) Given the product [NH2:1][C:4]1[CH:5]=[CH:6][CH:7]=[C:8]2[C:12]=1[C:11](=[O:13])[N:10]([CH2:14][CH2:15][C:16]1[CH:25]=[CH:24][C:23]3[C:18](=[CH:19][CH:20]=[CH:21][CH:22]=3)[N:17]=1)[CH2:9]2, predict the reactants needed to synthesize it. The reactants are: [N+:1]([C:4]1[CH:5]=[CH:6][CH:7]=[C:8]2[C:12]=1[C:11](=[O:13])[N:10]([CH2:14][CH2:15][C:16]1[CH:25]=[CH:24][C:23]3[C:18](=[CH:19][CH:20]=[CH:21][CH:22]=3)[N:17]=1)[CH2:9]2)([O-])=O. (4) Given the product [Si:7]([O:14][CH2:15][C@H:16]([OH:24])[CH2:17][C:18]#[CH:19])([C:10]([CH3:13])([CH3:12])[CH3:11])([CH3:9])[CH3:8], predict the reactants needed to synthesize it. The reactants are: C(=O)([O-])[O-].[K+].[K+].[Si:7]([O:14][CH2:15][C@H:16]([OH:24])[CH2:17][C:18]#[C:19][Si](C)(C)C)([C:10]([CH3:13])([CH3:12])[CH3:11])([CH3:9])[CH3:8]. (5) Given the product [CH:24]1([N:19]2[CH2:18][C:17]([CH3:28])([CH3:27])[C:16]3[C:21](=[CH:22][CH:23]=[C:14]([C:13]#[C:12][C:9]4[CH:10]=[CH:11][C:6]([CH2:5][C:4]([OH:30])=[O:3])=[C:7]([F:29])[CH:8]=4)[CH:15]=3)[CH2:20]2)[CH2:26][CH2:25]1, predict the reactants needed to synthesize it. The reactants are: C([O:3][C:4](=[O:30])[CH2:5][C:6]1[CH:11]=[CH:10][C:9]([C:12]#[C:13][C:14]2[CH:15]=[C:16]3[C:21](=[CH:22][CH:23]=2)[CH2:20][N:19]([CH:24]2[CH2:26][CH2:25]2)[CH2:18][C:17]3([CH3:28])[CH3:27])=[CH:8][C:7]=1[F:29])C.CO.O1CCCC1.O.[OH-].[Li+]. (6) The reactants are: Cl[C:2]1[N:11]=[C:10]([NH:12][CH2:13][CH2:14][C:15]2[CH:20]=[CH:19][CH:18]=[CH:17][CH:16]=2)[C:9]2[C:4](=[CH:5][CH:6]=[CH:7][CH:8]=2)[N:3]=1.[NH:21]1[C:29]2[CH2:28][CH2:27][NH:26][CH2:25][C:24]=2[CH:23]=[CH:22]1. Given the product [NH:21]1[C:29]2[CH2:28][CH2:27][N:26]([C:2]3[N:11]=[C:10]([NH:12][CH2:13][CH2:14][C:15]4[CH:20]=[CH:19][CH:18]=[CH:17][CH:16]=4)[C:9]4[C:4](=[CH:5][CH:6]=[CH:7][CH:8]=4)[N:3]=3)[CH2:25][C:24]=2[CH:23]=[CH:22]1, predict the reactants needed to synthesize it. (7) Given the product [CH3:1][O:2][C:3]([C:5]1[S:9][C:8]2[CH:10]=[C:11]([NH2:14])[CH:12]=[CH:13][C:7]=2[CH:6]=1)=[O:4], predict the reactants needed to synthesize it. The reactants are: [CH3:1][O:2][C:3]([C:5]1[S:9][C:8]2[CH:10]=[C:11]([N+:14]([O-])=O)[CH:12]=[CH:13][C:7]=2[CH:6]=1)=[O:4]. (8) Given the product [C:6]([N:13]1[CH2:14][CH2:15][C:16]([F:29])([S:19]([C:22]2[CH:27]=[CH:26][C:25]([F:28])=[CH:24][CH:23]=2)(=[O:21])=[O:20])[CH2:17][CH2:18]1)([O:8][C:9]([CH3:12])([CH3:11])[CH3:10])=[O:7], predict the reactants needed to synthesize it. The reactants are: C([Li])CCC.[C:6]([N:13]1[CH2:18][CH2:17][CH:16]([S:19]([C:22]2[CH:27]=[CH:26][C:25]([F:28])=[CH:24][CH:23]=2)(=[O:21])=[O:20])[CH2:15][CH2:14]1)([O:8][C:9]([CH3:12])([CH3:11])[CH3:10])=[O:7].[F:29]N(S(C1C=CC=CC=1)(=O)=O)S(C1C=CC=CC=1)(=O)=O. (9) Given the product [OH:33][C:19]1[C:20]([CH2:24]/[CH:25]=[C:26](\[CH3:27])/[CH2:28][CH2:29][C:30]([NH:1][CH2:2][CH2:3][O:4][CH2:5][CH2:6][NH:7][C:8](=[O:14])[O:9][C:10]([CH3:11])([CH3:13])[CH3:12])=[O:31])=[C:21]([O:22][CH3:23])[C:16]([CH3:15])=[C:17]2[C:18]=1[C:34](=[O:35])[O:36][CH2:37]2, predict the reactants needed to synthesize it. The reactants are: [NH2:1][CH2:2][CH2:3][O:4][CH2:5][CH2:6][NH:7][C:8](=[O:14])[O:9][C:10]([CH3:13])([CH3:12])[CH3:11].[CH3:15][C:16]1[C:21]([O:22][CH3:23])=[C:20]([CH2:24]/[CH:25]=[C:26](/[CH2:28][CH2:29][C:30](O)=[O:31])\[CH3:27])[C:19]([OH:33])=[C:18]2[C:34]([O:36][CH2:37][C:17]=12)=[O:35].CCN=C=NCCCN(C)C.